From a dataset of Catalyst prediction with 721,799 reactions and 888 catalyst types from USPTO. Predict which catalyst facilitates the given reaction. (1) Reactant: [CH2:1]([N:3]1[C:7]([C:8]2[CH:13]=[CH:12][CH:11]=[CH:10][CH:9]=2)=[N:6][N:5]=[C:4]1[SH:14])[CH3:2].[C:15]([O:19][C:20](=[O:23])[CH2:21]Cl)([CH3:18])([CH3:17])[CH3:16].C(=O)([O-])[O-].[K+].[K+]. Product: [C:15]([O:19][C:20](=[O:23])[CH2:21][S:14][C:4]1[N:3]([CH2:1][CH3:2])[C:7]([C:8]2[CH:9]=[CH:10][CH:11]=[CH:12][CH:13]=2)=[N:6][N:5]=1)([CH3:18])([CH3:17])[CH3:16]. The catalyst class is: 21. (2) Reactant: [CH3:1][O:2][C:3]1[CH:8]=[CH:7][C:6]([O:9][CH3:10])=[CH:5][C:4]=1[S:11]([N:14]([CH2:39][C:40]1[CH:45]=[CH:44][CH:43]=[CH:42][CH:41]=1)[C@H:15]1[CH2:19][N:18]([C:20]([O:22][C:23]([CH3:26])([CH3:25])[CH3:24])=[O:21])[C@@H:17]([CH2:27][N:28]2C(=O)C3C(=CC=CC=3)C2=O)[CH2:16]1)(=[O:13])=[O:12].O.NN. Product: [NH2:28][CH2:27][C@H:17]1[CH2:16][C@@H:15]([N:14]([S:11]([C:4]2[CH:5]=[C:6]([O:9][CH3:10])[CH:7]=[CH:8][C:3]=2[O:2][CH3:1])(=[O:13])=[O:12])[CH2:39][C:40]2[CH:41]=[CH:42][CH:43]=[CH:44][CH:45]=2)[CH2:19][N:18]1[C:20]([O:22][C:23]([CH3:26])([CH3:25])[CH3:24])=[O:21]. The catalyst class is: 14. (3) Reactant: [Cl:1][C:2]1[CH:7]=[C:6]([Cl:8])[CH:5]=[CH:4][C:3]=1[C:9]1[NH:10][C:11](=O)[C:12]2[N:13]([N:15]=[CH:16][N:17]=2)[CH:14]=1.C(=O)(O)[O-].[Na+].P(Cl)(Cl)([Cl:26])=O. Product: [Cl:26][C:11]1[C:12]2[N:13]([N:15]=[CH:16][N:17]=2)[CH:14]=[C:9]([C:3]2[CH:4]=[CH:5][C:6]([Cl:8])=[CH:7][C:2]=2[Cl:1])[N:10]=1. The catalyst class is: 572. (4) Reactant: [CH2:1]([O:8][CH2:9][C:10](=O)[CH3:11])[C:2]1[CH:7]=[CH:6][CH:5]=[CH:4][CH:3]=1.[C-:13]#[N:14].[Na+].[NH4+:16].[Cl-].N.[CH3:19]O. Product: [NH2:16][C:10]([CH2:9][O:8][CH2:1][C:2]1[CH:7]=[CH:6][CH:5]=[CH:4][CH:3]=1)([CH2:11][CH3:19])[C:13]#[N:14]. The catalyst class is: 4. (5) The catalyst class is: 26. Product: [Cl:23][C:20]1[CH:21]=[CH:22][C:17]([CH2:16][C@@H:15]([NH:24][C:25]([C@@H:27]2[CH2:36][C:35]3[C:30](=[CH:31][CH:32]=[CH:33][CH:34]=3)[CH2:29][NH:28]2)=[O:26])[C:14]([N:11]2[CH2:12][CH2:13][CH:8]([C:3]3[CH:4]=[CH:5][CH:6]=[CH:7][C:2]=3[NH:1][S:59]([C:54]3[CH:55]=[CH:56][CH:57]=[CH:58][C:53]=3[C:51]#[N:52])(=[O:61])=[O:60])[CH2:9][CH2:10]2)=[O:44])=[CH:18][CH:19]=1. Reactant: [NH2:1][C:2]1[CH:7]=[CH:6][CH:5]=[CH:4][C:3]=1[CH:8]1[CH2:13][CH2:12][N:11]([C:14](=[O:44])[C@H:15]([NH:24][C:25]([C@@H:27]2[CH2:36][C:35]3[C:30](=[CH:31][CH:32]=[CH:33][CH:34]=3)[CH2:29][N:28]2C(OC(C)(C)C)=O)=[O:26])[CH2:16][C:17]2[CH:22]=[CH:21][C:20]([Cl:23])=[CH:19][CH:18]=2)[CH2:10][CH2:9]1.N1C=CC=CC=1.[C:51]([C:53]1[CH:58]=[CH:57][CH:56]=[CH:55][C:54]=1[S:59](Cl)(=[O:61])=[O:60])#[N:52]. (6) Reactant: [Cl:1][C:2]1[CH:7]=[CH:6][C:5]([C:8]2[N:12]([CH:13]([CH:16]3[CH2:21][CH2:20][CH2:19][CH2:18][CH2:17]3)[CH2:14][OH:15])[C:11]3[CH:22]=[C:23]([F:27])[C:24]([F:26])=[CH:25][C:10]=3[N:9]=2)=[CH:4][CH:3]=1.[H-].[Na+].[CH2:30]([O:32][C:33]([C:35]1[C:36]2[S:43][C:42](Cl)=[CH:41][C:37]=2[CH:38]=[N:39][CH:40]=1)=[O:34])[CH3:31].Cl. Product: [CH2:30]([O:32][C:33]([C:35]1[C:36]2[S:43][CH:42]=[CH:41][C:37]=2[C:38]([O:15][CH2:14][CH:13]([N:12]2[C:11]3[CH:22]=[C:23]([F:27])[C:24]([F:26])=[CH:25][C:10]=3[N:9]=[C:8]2[C:5]2[CH:6]=[CH:7][C:2]([Cl:1])=[CH:3][CH:4]=2)[CH:16]2[CH2:17][CH2:18][CH2:19][CH2:20][CH2:21]2)=[N:39][CH:40]=1)=[O:34])[CH3:31]. The catalyst class is: 42.